This data is from Peptide-MHC class II binding affinity with 134,281 pairs from IEDB. The task is: Regression. Given a peptide amino acid sequence and an MHC pseudo amino acid sequence, predict their binding affinity value. This is MHC class II binding data. The peptide sequence is ADLIAYFKAATKF. The MHC is H-2-IEk with pseudo-sequence H-2-IEk. The binding affinity (normalized) is 0.574.